This data is from Full USPTO retrosynthesis dataset with 1.9M reactions from patents (1976-2016). The task is: Predict the reactants needed to synthesize the given product. (1) Given the product [Br:1][C:2]1[S:3][C:4]2[CH:10]=[C:9]([OH:11])[CH:8]=[CH:7][C:5]=2[N:6]=1, predict the reactants needed to synthesize it. The reactants are: [Br:1][C:2]1[S:3][C:4]2[CH:10]=[C:9]([O:11]C)[CH:8]=[CH:7][C:5]=2[N:6]=1.B(Br)(Br)Br.O. (2) Given the product [Cl:1][C:2]1[CH:3]=[C:4]2[C:9](=[CH:10][C:11]=1[O:12][C:13]1[CH:14]=[CH:15][C:16]([C:19](=[O:34])[NH:20][C:21]3[CH:26]=[CH:25][C:24]([C:27]4[CH:32]=[CH:31][C:30]([Cl:33])=[CH:29][CH:28]=4)=[CH:23][N:22]=3)=[CH:17][CH:18]=1)[O:8][CH2:7][CH2:6][CH:5]2[C:35]([OH:37])=[O:36], predict the reactants needed to synthesize it. The reactants are: [Cl:1][C:2]1[CH:3]=[C:4]2[C:9](=[CH:10][C:11]=1[O:12][C:13]1[CH:18]=[CH:17][C:16]([C:19](=[O:34])[NH:20][C:21]3[CH:26]=[CH:25][C:24]([C:27]4[CH:32]=[CH:31][C:30]([Cl:33])=[CH:29][CH:28]=4)=[CH:23][N:22]=3)=[CH:15][CH:14]=1)[O:8][CH2:7][CH2:6][CH:5]2[C:35]([O:37]CC)=[O:36].[OH-].[Na+].C(O)C. (3) Given the product [C:1]([NH:9][C:10]1[CH:15]=[CH:14][C:13]([C@@H:16]2[CH2:18][C@H:17]2[C:19]([OH:21])=[O:20])=[CH:12][C:11]=1[CH3:24])(=[O:8])[C:2]1[CH:7]=[CH:6][CH:5]=[CH:4][CH:3]=1, predict the reactants needed to synthesize it. The reactants are: [C:1]([NH:9][C:10]1[CH:15]=[CH:14][C:13]([C@@H:16]2[CH2:18][C@H:17]2[C:19]([O:21]CC)=[O:20])=[CH:12][C:11]=1[CH3:24])(=[O:8])[C:2]1[CH:7]=[CH:6][CH:5]=[CH:4][CH:3]=1.[OH-].[Na+].Cl. (4) Given the product [F:50][C:49]([F:51])([F:52])[C:48]1[C:42]([C:43]([O:45][CH2:46][CH3:47])=[O:44])=[CH:41][C:36]2[CH2:35][CH2:34][N:20]([C:1]([C:8]3[CH:13]=[CH:12][CH:11]=[CH:10][CH:9]=3)([C:14]3[CH:15]=[CH:16][CH:17]=[CH:18][CH:19]=3)[C:2]3[CH:3]=[CH:4][CH:5]=[CH:6][CH:7]=3)[CH2:21][C:37]=2[N:33]=1, predict the reactants needed to synthesize it. The reactants are: [C:1]([N:20]1CCCC(=O)[CH2:21]1)([C:14]1[CH:19]=[CH:18][CH:17]=[CH:16][CH:15]=1)([C:8]1[CH:13]=[CH:12][CH:11]=[CH:10][CH:9]=1)[C:2]1[CH:7]=[CH:6][CH:5]=[CH:4][CH:3]=1.S([O-])([O-])(=O)=O.[Mg+2].[NH:33]1[CH2:37][CH2:36][CH2:35][CH2:34]1.C(O[CH:41]=[C:42]([C:48](=O)[C:49]([F:52])([F:51])[F:50])[C:43]([O:45][CH2:46][CH3:47])=[O:44])C.C([O-])(=O)C.[NH4+]. (5) Given the product [NH:22]1[CH:21]=[C:20]([C:2]2[N:7]=[C:6]3[S:8][C:9]([NH2:11])=[N:10][C:5]3=[CH:4][CH:3]=2)[CH:24]=[N:23]1, predict the reactants needed to synthesize it. The reactants are: Br[C:2]1[N:7]=[C:6]2[S:8][C:9]([NH2:11])=[N:10][C:5]2=[CH:4][CH:3]=1.CC1(C)C(C)(C)OB([C:20]2[CH:21]=[N:22][NH:23][CH:24]=2)O1.C([O-])([O-])=O.[Na+].[Na+].CN(C=O)C. (6) Given the product [Br:7][C:6]1[S:5][C:4]([CH2:8][C:10]2[CH:15]=[CH:14][C:13]([CH2:16][CH3:17])=[CH:12][CH:11]=2)=[C:3]([CH3:18])[C:2]=1[Br:1], predict the reactants needed to synthesize it. The reactants are: [Br:1][C:2]1[C:3]([CH3:18])=[C:4]([C:8]([C:10]2[CH:15]=[CH:14][C:13]([CH2:16][CH3:17])=[CH:12][CH:11]=2)=O)[S:5][C:6]=1[Br:7].C([SiH](CC)CC)C.B(F)(F)F. (7) Given the product [C:8]([C:6]1[CH:5]=[CH:4][C:3]2[O:12][C:16]([C:15]3[CH:19]=[C:20]([N+:23]([O-:25])=[O:24])[CH:21]=[CH:22][C:14]=3[Cl:13])=[N:1][C:2]=2[CH:7]=1)([CH3:9])([CH3:11])[CH3:10], predict the reactants needed to synthesize it. The reactants are: [NH2:1][C:2]1[CH:7]=[C:6]([C:8]([CH3:11])([CH3:10])[CH3:9])[CH:5]=[CH:4][C:3]=1[OH:12].[Cl:13][C:14]1[CH:22]=[CH:21][C:20]([N+:23]([O-:25])=[O:24])=[CH:19][C:15]=1[C:16](Cl)=O. (8) Given the product [F:27][C:24]1[CH:25]=[CH:26][C:21]([CH2:20][C:18]2[N:19]=[C:15]([C:13]3[N:14]=[C:3]4[C:2]5([NH:1][C:33](=[O:34])[C:32]([N:31]([CH3:37])[CH3:30])=[O:36])[CH2:8][CH2:7][CH:6]([CH2:9][CH2:10]5)[CH2:5][N:4]4[C:11](=[O:29])[C:12]=3[OH:28])[NH:16][CH:17]=2)=[CH:22][CH:23]=1, predict the reactants needed to synthesize it. The reactants are: [NH2:1][C:2]12[CH2:10][CH2:9][CH:6]([CH2:7][CH2:8]1)[CH2:5][N:4]1[C:11](=[O:29])[C:12]([OH:28])=[C:13]([C:15]3[NH:16][CH:17]=[C:18]([CH2:20][C:21]4[CH:26]=[CH:25][C:24]([F:27])=[CH:23][CH:22]=4)[N:19]=3)[N:14]=[C:3]21.[CH3:30][N:31]([CH3:37])[C:32](=[O:36])[C:33](O)=[O:34].C(N(CC)C(C)C)(C)C.CN(C(ON1N=NC2C=CC=NC1=2)=[N+](C)C)C.F[P-](F)(F)(F)(F)F.